This data is from Forward reaction prediction with 1.9M reactions from USPTO patents (1976-2016). The task is: Predict the product of the given reaction. (1) Given the reactants [H-].[Na+].[Br:3][C:4]1[CH:10]=[CH:9][C:7]([NH2:8])=[C:6]([C:11]([CH3:14])([CH3:13])[CH3:12])[CH:5]=1.Br[CH2:16][CH2:17][CH2:18][CH2:19]Br.[Cl-].[NH4+], predict the reaction product. The product is: [Br:3][C:4]1[CH:10]=[CH:9][C:7]([N:8]2[CH2:19][CH2:18][CH2:17][CH2:16]2)=[C:6]([C:11]([CH3:14])([CH3:13])[CH3:12])[CH:5]=1. (2) The product is: [Cl:8][C:6]1[CH:7]=[C:2]([O:18][C:11]2[C:10]([CH3:9])=[CH:15][C:14]([N+:16]([O-:21])=[O:19])=[CH:13][C:12]=2[CH3:17])[N:3]=[CH:4][N:5]=1. Given the reactants Cl[C:2]1[CH:7]=[C:6]([Cl:8])[N:5]=[CH:4][N:3]=1.[CH3:9][C:10]1[CH:15]=[C:14]([NH2:16])[CH:13]=[C:12]([CH3:17])[C:11]=1[OH:18].[OH-:19].[Na+].[OH2:21], predict the reaction product. (3) Given the reactants [F:1][C:2]1[C:3]2[N:4]([CH:12]=[CH:13][N:14]=2)[CH:5]=[CH:6][C:7]=1[C:8]([OH:11])([CH3:10])[CH3:9].Br[C:16]1[CH:17]=[CH:18][C:19]([F:31])=[C:20]([C:22]2[C:23]([C:29]#[N:30])=[CH:24][CH:25]=[C:26]([F:28])[CH:27]=2)[CH:21]=1, predict the reaction product. The product is: [F:28][C:26]1[CH:27]=[C:22]([C:20]2[CH:21]=[C:16]([C:12]3[N:4]4[CH:5]=[CH:6][C:7]([C:8]([OH:11])([CH3:10])[CH3:9])=[C:2]([F:1])[C:3]4=[N:14][CH:13]=3)[CH:17]=[CH:18][C:19]=2[F:31])[C:23]([C:29]#[N:30])=[CH:24][CH:25]=1. (4) Given the reactants NC[C@@H]1[C@H](C)CCCN1C(C1C=C(C)C=CC=1C1C=NN(C)C=1)=O.[CH3:25][C@@H:26]1[CH2:31][CH2:30][CH2:29][N:28]([C:32](=[O:46])[C:33]2[C:38]([C:39]3[N:44]=[CH:43][CH:42]=[CH:41][N:40]=3)=[CH:37][CH:36]=[C:35]([CH3:45])[N:34]=2)[C@@H:27]1[CH2:47][N:48]1C(=O)C2C(=CC=CC=2)C1=O, predict the reaction product. The product is: [NH2:48][CH2:47][C@@H:27]1[C@H:26]([CH3:25])[CH2:31][CH2:30][CH2:29][N:28]1[C:32]([C:33]1[C:38]([C:39]2[N:44]=[CH:43][CH:42]=[CH:41][N:40]=2)=[CH:37][CH:36]=[C:35]([CH3:45])[N:34]=1)=[O:46].